Dataset: Catalyst prediction with 721,799 reactions and 888 catalyst types from USPTO. Task: Predict which catalyst facilitates the given reaction. (1) Reactant: [CH3:1][O:2][C:3]1[C:11]2[O:10][C:9]([CH3:12])=[CH:8][C:7]=2[C:6]([NH2:13])=[CH:5][CH:4]=1.C1N=CN([C:19](N2C=NC=C2)=[S:20])C=1. Product: [N:13]([C:6]1[C:7]2[CH:8]=[C:9]([CH3:12])[O:10][C:11]=2[C:3]([O:2][CH3:1])=[CH:4][CH:5]=1)=[C:19]=[S:20]. The catalyst class is: 2. (2) Reactant: Cl[C:2]1[CH:7]=[CH:6][C:5]([N+:8]([O-:10])=[O:9])=[CH:4][C:3]=1[Cl:11].[Cl:12][C:13]1[CH:18]=[CH:17][C:16]([OH:19])=[CH:15][CH:14]=1.C(=O)([O-])[O-].[K+].[K+].O. Product: [Cl:11][C:3]1[CH:4]=[C:5]([N+:8]([O-:10])=[O:9])[CH:6]=[CH:7][C:2]=1[O:19][C:16]1[CH:17]=[CH:18][C:13]([Cl:12])=[CH:14][CH:15]=1. The catalyst class is: 3. (3) Reactant: Br.[NH2:2][C@@H:3]1[CH2:8][CH2:7][CH2:6][N:5]([O:9][CH2:10][C:11]2[CH:16]=[CH:15][CH:14]=[CH:13][CH:12]=2)[C:4]1=[O:17].[Cl:18][C:19]1[CH:35]=[CH:34][C:22]([O:23][C:24]2[CH:29]=[CH:28][C:27]([S:30](Cl)(=[O:32])=[O:31])=[CH:26][CH:25]=2)=[CH:21][CH:20]=1. Product: [CH2:10]([O:9][N:5]1[CH2:6][CH2:7][CH2:8][C@@H:3]([NH:2][S:30]([C:27]2[CH:28]=[CH:29][C:24]([O:23][C:22]3[CH:34]=[CH:35][C:19]([Cl:18])=[CH:20][CH:21]=3)=[CH:25][CH:26]=2)(=[O:31])=[O:32])[C:4]1=[O:17])[C:11]1[CH:16]=[CH:15][CH:14]=[CH:13][CH:12]=1. The catalyst class is: 34. (4) Reactant: [CH3:1][O:2][C:3]1[C:15]2[N:14]([CH3:16])[C:13]3[C:8](=[CH:9][CH:10]=[CH:11][CH:12]=3)[C:7]=2[C:6]([CH:17]=[O:18])=[CH:5][CH:4]=1.S(=O)(=O)([OH:21])N.Cl([O-])=O.[Na+]. Product: [CH3:1][O:2][C:3]1[C:15]2[N:14]([CH3:16])[C:13]3[C:8](=[CH:9][CH:10]=[CH:11][CH:12]=3)[C:7]=2[C:6]([C:17]([OH:21])=[O:18])=[CH:5][CH:4]=1. The catalyst class is: 95.